Dataset: Full USPTO retrosynthesis dataset with 1.9M reactions from patents (1976-2016). Task: Predict the reactants needed to synthesize the given product. (1) Given the product [CH3:1][S:2]([C:5]1[N:6]=[CH:7][C:8]([CH:11]2[CH2:16][CH2:15][CH:14]([O:17][CH2:18][CH:19]3[CH2:24][CH2:23][N:22]([C:25]([O:27][C:28]([CH3:31])([CH3:30])[CH3:29])=[O:26])[CH2:21][CH2:20]3)[CH2:13][CH2:12]2)=[N:9][CH:10]=1)(=[O:4])=[O:3], predict the reactants needed to synthesize it. The reactants are: [CH3:1][S:2]([C:5]1[N:6]=[CH:7][C:8]([C:11]2[CH2:16][CH2:15][CH:14]([O:17][CH2:18][CH:19]3[CH2:24][CH2:23][N:22]([C:25]([O:27][C:28]([CH3:31])([CH3:30])[CH3:29])=[O:26])[CH2:21][CH2:20]3)[CH2:13][CH:12]=2)=[N:9][CH:10]=1)(=[O:4])=[O:3]. (2) Given the product [Br:30][CH:25]([C:20]1[CH:21]=[CH:22][CH:23]=[CH:24][N:19]=1)[C:26]([O:28][CH3:29])=[O:27], predict the reactants needed to synthesize it. The reactants are: C(OOC(=O)C1C=CC=CC=1)(=O)C1C=CC=CC=1.[N:19]1[CH:24]=[CH:23][CH:22]=[CH:21][C:20]=1[CH2:25][C:26]([O:28][CH3:29])=[O:27].[Br:30]N1C(=O)CCC1=O. (3) The reactants are: [CH3:1][C:2]1[N:6]([CH:7]2[CH2:12][CH2:11][O:10][CH2:9][CH2:8]2)[C:5]2[CH:13]=[CH:14][C:15]([C:17]([OH:19])=O)=[CH:16][C:4]=2[N:3]=1.S(Cl)([Cl:22])=O. Given the product [CH3:1][C:2]1[N:6]([CH:7]2[CH2:12][CH2:11][O:10][CH2:9][CH2:8]2)[C:5]2[CH:13]=[CH:14][C:15]([C:17]([Cl:22])=[O:19])=[CH:16][C:4]=2[N:3]=1, predict the reactants needed to synthesize it. (4) Given the product [O:7]1[C:8]2[CH:13]=[CH:12][CH:11]=[CH:10][C:9]=2[C:5](=[O:4])[CH2:6]1, predict the reactants needed to synthesize it. The reactants are: C([O:4][C:5]1[C:9]2[CH:10]=[CH:11][CH:12]=[CH:13][C:8]=2[O:7][CH:6]=1)(=O)C.OS(O)(=O)=O. (5) Given the product [O:46]1[CH2:51][CH2:50][O:49][CH2:48][CH:47]1[C:52]1[C:60]2[S:59][C:58]([NH:61][C:7](=[O:9])[C:6]3[CH:10]=[CH:11][N:12]=[C:4]([O:3][CH3:2])[CH:5]=3)=[N:57][C:56]=2[C:55]([O:62][CH3:63])=[CH:54][CH:53]=1, predict the reactants needed to synthesize it. The reactants are: Cl.[CH3:2][O:3][C:4]1[CH:5]=[C:6]([CH:10]=[CH:11][N:12]=1)[C:7]([OH:9])=O.CN(C(ON1N=NC2C=CC=NC1=2)=[N+](C)C)C.F[P-](F)(F)(F)(F)F.C(N(C(C)C)C(C)C)C.[O:46]1[CH2:51][CH2:50][O:49][CH2:48][CH:47]1[C:52]1[C:60]2[S:59][C:58]([NH2:61])=[N:57][C:56]=2[C:55]([O:62][CH3:63])=[CH:54][CH:53]=1. (6) Given the product [CH2:1]([C:3]1[CH:8]=[CH:7][C:6]([CH:9]2[CH2:10][CH:11]([C:24]3[O:26][N:30]=[C:29]([C:31]4[N:36]=[CH:35][CH:34]=[CH:33][N:32]=4)[N:28]=3)[CH2:12][N:13]([C:15]([N:17]3[CH2:18][CH2:19][CH:20]([OH:23])[CH2:21][CH2:22]3)=[O:16])[CH2:14]2)=[CH:5][CH:4]=1)[CH3:2], predict the reactants needed to synthesize it. The reactants are: [CH2:1]([C:3]1[CH:8]=[CH:7][C:6]([CH:9]2[CH2:14][N:13]([C:15]([N:17]3[CH2:22][CH2:21][CH:20]([OH:23])[CH2:19][CH2:18]3)=[O:16])[CH2:12][CH:11]([C:24]([OH:26])=O)[CH2:10]2)=[CH:5][CH:4]=1)[CH3:2].O[NH:28][C:29]([C:31]1[N:36]=[CH:35][CH:34]=[CH:33][N:32]=1)=[NH:30]. (7) Given the product [C:24]([C:21]1[CH:22]=[CH:23][C:18]([C:10](=[C:4]2[CH2:3][C:2]([CH3:30])([CH3:1])[CH2:7][C:6]([CH3:9])([CH3:8])[CH2:5]2)[C:11]2[CH:16]=[CH:15][C:14]([OH:17])=[CH:13][CH:12]=2)=[CH:19][CH:20]=1)#[CH:25], predict the reactants needed to synthesize it. The reactants are: [CH3:1][C:2]1([CH3:30])[CH2:7][C:6]([CH3:9])([CH3:8])[CH2:5][C:4](=[C:10]([C:18]2[CH:23]=[CH:22][C:21]([C:24]#[C:25][Si](C)(C)C)=[CH:20][CH:19]=2)[C:11]2[CH:16]=[CH:15][C:14]([OH:17])=[CH:13][CH:12]=2)[CH2:3]1.C([O-])([O-])=O.[K+].[K+].O.